Dataset: NCI-60 drug combinations with 297,098 pairs across 59 cell lines. Task: Regression. Given two drug SMILES strings and cell line genomic features, predict the synergy score measuring deviation from expected non-interaction effect. (1) Drug 1: CC1=CC=C(C=C1)C2=CC(=NN2C3=CC=C(C=C3)S(=O)(=O)N)C(F)(F)F. Drug 2: CN1C(=O)N2C=NC(=C2N=N1)C(=O)N. Cell line: HCT-15. Synergy scores: CSS=-3.14, Synergy_ZIP=9.93, Synergy_Bliss=16.0, Synergy_Loewe=-8.76, Synergy_HSA=-2.51. (2) Drug 1: C1=CC(=CC=C1CCC2=CNC3=C2C(=O)NC(=N3)N)C(=O)NC(CCC(=O)O)C(=O)O. Drug 2: CCC1(C2=C(COC1=O)C(=O)N3CC4=CC5=C(C=CC(=C5CN(C)C)O)N=C4C3=C2)O.Cl. Cell line: OVCAR-5. Synergy scores: CSS=21.4, Synergy_ZIP=-8.21, Synergy_Bliss=-4.99, Synergy_Loewe=-2.49, Synergy_HSA=-2.28. (3) Drug 1: CN(C)N=NC1=C(NC=N1)C(=O)N. Drug 2: C1=NNC2=C1C(=O)NC=N2. Cell line: 786-0. Synergy scores: CSS=-6.94, Synergy_ZIP=-0.684, Synergy_Bliss=-5.84, Synergy_Loewe=-6.26, Synergy_HSA=-5.86. (4) Drug 1: C1=CC(=CC=C1CCCC(=O)O)N(CCCl)CCCl. Drug 2: CCCCCOC(=O)NC1=NC(=O)N(C=C1F)C2C(C(C(O2)C)O)O. Cell line: K-562. Synergy scores: CSS=6.55, Synergy_ZIP=-8.58, Synergy_Bliss=-8.42, Synergy_Loewe=-19.9, Synergy_HSA=-9.32. (5) Drug 1: CS(=O)(=O)OCCCCOS(=O)(=O)C. Drug 2: C(CCl)NC(=O)N(CCCl)N=O. Cell line: OVCAR-5. Synergy scores: CSS=8.62, Synergy_ZIP=-0.172, Synergy_Bliss=6.49, Synergy_Loewe=3.78, Synergy_HSA=4.30. (6) Drug 1: COC1=CC(=CC(=C1O)OC)C2C3C(COC3=O)C(C4=CC5=C(C=C24)OCO5)OC6C(C(C7C(O6)COC(O7)C8=CC=CS8)O)O. Drug 2: C1=CC(=CC=C1CCCC(=O)O)N(CCCl)CCCl. Cell line: MDA-MB-435. Synergy scores: CSS=5.31, Synergy_ZIP=-4.19, Synergy_Bliss=0.394, Synergy_Loewe=-10.3, Synergy_HSA=-1.43.